From a dataset of Experimentally validated miRNA-target interactions with 360,000+ pairs, plus equal number of negative samples. Binary Classification. Given a miRNA mature sequence and a target amino acid sequence, predict their likelihood of interaction. The protein sequence of the target gene is MLPDCLSAEGELRCRRLLAGATARLRARPASAAVLVPLCSVRGVPALLYTLRSSRLTGRHKGDVSFPGGKCDPADQDVVHTALRETREELGLAVPEEHVWGLLRPVYDPQKATVVPVLAGVGPLDPQSLRPNSEEVDEVFALPLAHLLQTQNQGYTHFCRGGHFRYTLPVFLHGPHRVWGLTAVITEFALQLLAPGTYQPRLAGLTCSGAEGLARPKQPLASPCQASSTPGLNKGL. The miRNA is rno-miR-21-5p with sequence UAGCUUAUCAGACUGAUGUUGA. Result: 0 (no interaction).